Task: Predict the reactants needed to synthesize the given product.. Dataset: Full USPTO retrosynthesis dataset with 1.9M reactions from patents (1976-2016) (1) Given the product [F:11][C:12]([F:17])([F:16])[C:13]([NH:1][CH2:2][CH2:3][O:4][CH2:5][CH2:6][O:7][CH2:8][CH2:9][OH:10])=[O:14], predict the reactants needed to synthesize it. The reactants are: [NH2:1][CH2:2][CH2:3][O:4][CH2:5][CH2:6][O:7][CH2:8][CH2:9][OH:10].[F:11][C:12]([F:17])([F:16])[C:13](N)=[O:14].FC(F)(F)C(OC)=O. (2) Given the product [F:41][C:7]([F:6])([CH2:13][C:14]1([OH:40])[C:27]2[CH:26]=[C:25]([O:28][CH2:29][C:30]([CH3:31])([CH3:33])[CH3:32])[CH:24]=[CH:23][C:22]=2[O:21][C:20]2[C:15]1=[CH:16][C:17]([C:34]1[CH:39]=[N:38][CH:37]=[N:36][CH:35]=1)=[CH:18][CH:19]=2)[C:8]([NH2:1])=[O:10], predict the reactants needed to synthesize it. The reactants are: [NH3:1].CC(O)C.[F:6][C:7]([F:41])([CH2:13][C:14]1([OH:40])[C:27]2[CH:26]=[C:25]([O:28][CH2:29][C:30]([CH3:33])([CH3:32])[CH3:31])[CH:24]=[CH:23][C:22]=2[O:21][C:20]2[C:15]1=[CH:16][C:17]([C:34]1[CH:35]=[N:36][CH:37]=[N:38][CH:39]=1)=[CH:18][CH:19]=2)[C:8]([O:10]CC)=O. (3) The reactants are: Cl.C1(NC2C(C)=C(C)N=C(NCC3C=CC=CN=3)N=2)CCCCC1.[CH3:25][C:26]1[CH:31]=[CH:30][N:29]=[C:28]([CH2:32][NH2:33])[CH:27]=1.Cl[C:35]1[N:40]=[C:39]([NH:41][CH:42]2[CH2:47][CH2:46][C:45]([F:49])([F:48])[CH2:44][CH2:43]2)[C:38]([CH3:50])=[C:37]([CH3:51])[N:36]=1. Given the product [F:49][C:45]1([F:48])[CH2:46][CH2:47][CH:42]([NH:41][C:39]2[C:38]([CH3:50])=[C:37]([CH3:51])[N:36]=[C:35]([NH:33][CH2:32][C:28]3[CH:27]=[C:26]([CH3:25])[CH:31]=[CH:30][N:29]=3)[N:40]=2)[CH2:43][CH2:44]1, predict the reactants needed to synthesize it. (4) Given the product [ClH:34].[NH2:23][CH2:22][C:21]1[CH:20]=[C:19]([CH:16]2[CH2:15][CH2:14][N:13]([C:11](=[O:12])/[CH:10]=[CH:9]/[C:4]3[CH:5]=[CH:6][C:7]([OH:8])=[C:2]([OH:1])[CH:3]=3)[CH2:18][CH2:17]2)[CH:33]=[CH:32][CH:31]=1, predict the reactants needed to synthesize it. The reactants are: [OH:1][C:2]1[CH:3]=[C:4](/[CH:9]=[CH:10]/[C:11]([N:13]2[CH2:18][CH2:17][CH:16]([C:19]3[CH:20]=[C:21]([CH:31]=[CH:32][CH:33]=3)[CH2:22][NH:23]C(=O)OC(C)(C)C)[CH2:15][CH2:14]2)=[O:12])[CH:5]=[CH:6][C:7]=1[OH:8].[ClH:34].